Predict the product of the given reaction. From a dataset of Forward reaction prediction with 1.9M reactions from USPTO patents (1976-2016). (1) Given the reactants [CH3:1][N:2]([CH3:8])[CH2:3][CH2:4][N:5](C)C.[CH2:9]([Li])[CH2:10][CH2:11][CH3:12].CN(C)[C:16]1([C:21]#N)[CH2:20][CH2:19][CH2:18][CH2:17]1.[BH4-].[Na+].[C:26](=O)([O-])O.[Na+], predict the reaction product. The product is: [NH2:5][CH:4]([C:3]1([N:2]([CH3:8])[CH3:1])[CH2:12][CH2:11][CH2:10][CH2:9]1)[CH2:26][C:16]1[CH:20]=[CH:19][CH:18]=[CH:17][CH:21]=1. (2) Given the reactants [Cl:1][C:2]1[N:7]=[CH:6][C:5]([CH2:8][N:9]2[CH2:14][CH2:13][CH2:12][NH:11]/[C:10]/2=[CH:15]\[N+:16]([O-:18])=[O:17])=[CH:4][CH:3]=1.[CH:19](=[O:24])[CH2:20][CH2:21][CH:22]=O, predict the reaction product. The product is: [Cl:1][C:2]1[N:7]=[CH:6][C:5]([CH2:8][N:9]2[C:10]3=[C:15]([N+:16]([O-:18])=[O:17])[CH:22]4[O:24][CH:19]([N:11]3[CH2:12][CH2:13][CH2:14]2)[CH2:20][CH2:21]4)=[CH:4][CH:3]=1. (3) Given the reactants [CH3:1][N:2]1[C:10]2[N:9]=[C:8]([Br:11])[N:7]([CH2:12][C:13]#[C:14][CH3:15])[C:6]=2[C:5](=[O:16])[NH:4][C:3]1=[O:17].CN(C)C(=O)C.C(=O)([O-])[O-].[K+].[K+].Cl[CH2:31][C:32]1[N:41]=[C:40]([CH3:42])[C:39]2[C:34](=[CH:35][CH:36]=[CH:37][CH:38]=2)[N:33]=1, predict the reaction product. The product is: [CH3:42][C:40]1[C:39]2[C:34](=[CH:35][CH:36]=[CH:37][CH:38]=2)[N:33]=[C:32]([CH2:31][N:4]2[C:5](=[O:16])[C:6]3[N:7]([CH2:12][C:13]#[C:14][CH3:15])[C:8]([Br:11])=[N:9][C:10]=3[N:2]([CH3:1])[C:3]2=[O:17])[N:41]=1. (4) Given the reactants [NH2:1][CH:2]([CH2:6][CH:7]([CH3:12])[C:8]([F:11])([F:10])[F:9])[C:3]([OH:5])=[O:4].Cl.C(O)C.C(N([CH2:22][CH3:23])CC)C.[C:24](=O)([O:30]C(C)(C)C)[O:25][C:26]([CH3:29])([CH3:28])[CH3:27], predict the reaction product. The product is: [C:26]([O:25][C:24]([NH:1][CH:2]([CH2:6][CH:7]([CH3:12])[C:8]([F:9])([F:10])[F:11])[C:3]([O:5][CH2:22][CH3:23])=[O:4])=[O:30])([CH3:29])([CH3:28])[CH3:27]. (5) Given the reactants [C:1]([CH2:3][CH2:4][N:5]1[CH2:10][CH2:9][CH:8]([C:11]2[CH:12]=[C:13]([CH:18]=[CH:19][CH:20]=2)[C:14]([NH:16][CH3:17])=[O:15])[CH2:7][CH2:6]1)#[N:2], predict the reaction product. The product is: [NH2:2][CH2:1][CH2:3][CH2:4][N:5]1[CH2:6][CH2:7][CH:8]([C:11]2[CH:12]=[C:13]([CH:18]=[CH:19][CH:20]=2)[C:14]([NH:16][CH3:17])=[O:15])[CH2:9][CH2:10]1. (6) Given the reactants [N+:1]([C:4]1[CH:9]=[CH:8][C:7]([S:10][CH:11]2[CH2:15][CH2:14][O:13][C:12]2=[O:16])=[CH:6][CH:5]=1)([O-])=O.CO.[H][H], predict the reaction product. The product is: [NH2:1][C:4]1[CH:5]=[CH:6][C:7]([S:10][CH:11]2[CH2:15][CH2:14][O:13][C:12]2=[O:16])=[CH:8][CH:9]=1. (7) Given the reactants [CH:1]1([NH:4][C:5]2[N:10]3[N:11]=[CH:12][C:13]([CH:14]=[O:15])=[C:9]3[N:8]=[C:7]([C:16]3[S:20][C:19]([C:21](O)=[O:22])=[CH:18][CH:17]=3)[CH:6]=2)[CH2:3][CH2:2]1.CCN=C=NCCCN(C)C.CCN(CC)CC.C1C=CC2N(O)N=NC=2C=1.[CH3:52][O:53][CH2:54][CH2:55][CH2:56][NH2:57], predict the reaction product. The product is: [CH:1]1([NH:4][C:5]2[N:10]3[N:11]=[CH:12][C:13]([CH:14]=[O:15])=[C:9]3[N:8]=[C:7]([C:16]3[S:20][C:19]([C:21]([NH:57][CH2:56][CH2:55][CH2:54][O:53][CH3:52])=[O:22])=[CH:18][CH:17]=3)[CH:6]=2)[CH2:2][CH2:3]1.